The task is: Predict the reaction yield, written as a fraction of the theoretical maximum amount of product (1.0 means a 100% yield; for example, 0.34 means a 34% yield).. This data is from Reaction yield outcomes from USPTO patents with 853,638 reactions. (1) The reactants are [Cl:1][C:2]1[CH:3]=[C:4]([CH:6]=[C:7]([Cl:9])[CH:8]=1)[NH2:5].[CH2:10]([C:12](=O)[C:13]([O-:15])=[O:14])[CH3:11].[C:17]([C:21]1[CH:28]=[CH:27][C:24](C=C)=[CH:23][CH:22]=1)([CH3:20])([CH3:19])[CH3:18].F[C:30](F)(F)[C:31](O)=O. The catalyst is C(#N)C. The product is [CH2:30]([O:15][C:13]([CH:12]1[CH2:10][CH:11]([C:24]2[CH:23]=[CH:22][C:21]([C:17]([CH3:19])([CH3:18])[CH3:20])=[CH:28][CH:27]=2)[C:3]2[C:4](=[CH:6][C:7]([Cl:9])=[CH:8][C:2]=2[Cl:1])[NH:5]1)=[O:14])[CH3:31]. The yield is 0.890. (2) The reactants are [Cl:1][C:2]1[C:7]([Cl:8])=[CH:6][CH:5]=[CH:4][C:3]=1[CH2:9][C:10](O)=O.[C:13]1([NH:19][C:20](=[S:23])[NH:21][NH2:22])[CH:18]=[CH:17][CH:16]=[CH:15][CH:14]=1. No catalyst specified. The product is [Cl:1][C:2]1[C:7]([Cl:8])=[CH:6][CH:5]=[CH:4][C:3]=1[CH2:9][C:10]1[N:19]([C:13]2[CH:14]=[CH:15][CH:16]=[CH:17][CH:18]=2)[C:20](=[S:23])[NH:21][N:22]=1. The yield is 0.700. (3) The reactants are Cl.[CH3:2][O:3][NH2:4].C(N(CC)CC)C.[NH:12]1[C:20]2[C:15](=[CH:16][CH:17]=[CH:18][CH:19]=2)[C:14]([C:21]2[NH:22][C:23]3[C:24]([N:39]=2)=[CH:25][C:26]2[C:27]([CH3:38])([CH3:37])[C:28](=[O:36])[N:29]([CH2:32][C:33](O)=[O:34])[C:30]=2[CH:31]=3)=[N:13]1.Cl.CN(C)CCCN=C=NCC.O.OC1C2N=NNC=2C=CC=1. The catalyst is ClCCl. The product is [NH:12]1[C:20]2[C:15](=[CH:16][CH:17]=[CH:18][CH:19]=2)[C:14]([C:21]2[NH:22][C:23]3[C:24]([N:39]=2)=[CH:25][C:26]2[C:27]([CH3:37])([CH3:38])[C:28](=[O:36])[N:29]([CH2:32][C:33]([NH:4][O:3][CH3:2])=[O:34])[C:30]=2[CH:31]=3)=[N:13]1. The yield is 0.0280. (4) The reactants are C[Si]([N-][Si](C)(C)C)(C)C.[K+].[O:11]1[CH2:16][CH2:15][CH:14]([NH:17][C:18]2[N:23]=[C:22]([C:24]3[CH:29]=[CH:28][NH:27][C:26](=[O:30])[CH:25]=3)[CH:21]=[CH:20][N:19]=2)[CH2:13][CH2:12]1.CS(O[C@H:36]([C:47]1[CH:52]=[CH:51][C:50]([Cl:53])=[C:49]([F:54])[CH:48]=1)[CH2:37][CH2:38][O:39][Si:40]([C:43]([CH3:46])([CH3:45])[CH3:44])([CH3:42])[CH3:41])(=O)=O. The catalyst is CC1CCCO1. The product is [Si:40]([O:39][CH2:38][CH2:37][C@@H:36]([N:27]1[CH:28]=[CH:29][C:24]([C:22]2[CH:21]=[CH:20][N:19]=[C:18]([NH:17][CH:14]3[CH2:15][CH2:16][O:11][CH2:12][CH2:13]3)[N:23]=2)=[CH:25][C:26]1=[O:30])[C:47]1[CH:52]=[CH:51][C:50]([Cl:53])=[C:49]([F:54])[CH:48]=1)([C:43]([CH3:46])([CH3:45])[CH3:44])([CH3:42])[CH3:41]. The yield is 0.665. (5) The reactants are [N:1]1([CH2:7][CH2:8][O:9][C:10]2[CH:15]=[CH:14][C:13]([NH2:16])=[CH:12][CH:11]=2)[CH2:6][CH2:5][CH2:4][CH2:3][CH2:2]1.O[CH:18]=[C:19]1[C:27]2[C:22](=[CH:23][CH:24]=[CH:25][CH:26]=2)[NH:21][C:20]1=[O:28]. No catalyst specified. The product is [N:1]1([CH2:7][CH2:8][O:9][C:10]2[CH:11]=[CH:12][C:13]([NH:16][CH:18]=[C:19]3[C:27]4[C:22](=[CH:23][CH:24]=[CH:25][CH:26]=4)[NH:21][C:20]3=[O:28])=[CH:14][CH:15]=2)[CH2:2][CH2:3][CH2:4][CH2:5][CH2:6]1. The yield is 0.800. (6) The reactants are [NH2:1][C:2]1[CH:3]=[C:4]([CH:17]=[CH:18][CH:19]=1)[O:5][C:6]1[C:15]2[N:14]=[CH:13][C:12](=[O:16])[NH:11][C:10]=2[N:9]=[CH:8][CH:7]=1.[C:20]([C:24]1[CH:28]=[C:27]([N:29]=[C:30]=[O:31])[N:26]([C:32]2[CH:37]=[CH:36][C:35]([CH3:38])=[CH:34][CH:33]=2)[N:25]=1)([CH3:23])([CH3:22])[CH3:21]. No catalyst specified. The product is [C:20]([C:24]1[CH:28]=[C:27]([NH:29][C:30]([NH:1][C:2]2[CH:19]=[CH:18][CH:17]=[C:4]([O:5][C:6]3[C:15]4[N:14]=[CH:13][C:12](=[O:16])[NH:11][C:10]=4[N:9]=[CH:8][CH:7]=3)[CH:3]=2)=[O:31])[N:26]([C:32]2[CH:37]=[CH:36][C:35]([CH3:38])=[CH:34][CH:33]=2)[N:25]=1)([CH3:23])([CH3:22])[CH3:21]. The yield is 0.650. (7) The reactants are [NH2:1][C:2](=[N:14][OH:15])[C:3]1[CH:12]=[CH:11][C:6](C(OC)=O)=[C:5](F)[CH:4]=1.[CH3:16][S:17](C1C=C(C=CC=1)C#N)(=[O:19])=[O:18]. No catalyst specified. The product is [OH:15][N:14]=[C:2]([C:3]1[CH:12]=[CH:11][CH:6]=[C:5]([S:17]([CH3:16])(=[O:19])=[O:18])[CH:4]=1)[NH2:1]. The yield is 0.750.